This data is from Full USPTO retrosynthesis dataset with 1.9M reactions from patents (1976-2016). The task is: Predict the reactants needed to synthesize the given product. (1) Given the product [Br:1][C:2]1[CH:3]=[C:4]2[C:9](=[CH:10][CH:11]=1)[C:8](=[O:12])[NH:7][C:6](=[O:13])/[C:5]/2=[CH:14]\[NH:17][CH2:18][CH2:19][CH2:20][CH2:21][OH:22], predict the reactants needed to synthesize it. The reactants are: [Br:1][C:2]1[CH:3]=[C:4]2[C:9](=[CH:10][CH:11]=1)[C:8](=[O:12])[NH:7][C:6](=[O:13])[C:5]2=[CH:14]OC.[NH2:17][CH2:18][CH2:19][CH2:20][CH2:21][OH:22]. (2) Given the product [Br:28][CH2:29][C:30]([C:7]1[CH:8]=[CH:9][C:4]([O:3][CH2:1][CH3:2])=[C:5]([C:10]2[NH:15][C:14](=[O:16])[C:13]3=[C:17]([CH3:27])[N:18]=[C:19]([CH:20]4[CH2:26][CH2:25][CH2:24][CH2:23][CH2:22][CH2:21]4)[N:12]3[N:11]=2)[CH:6]=1)=[O:31], predict the reactants needed to synthesize it. The reactants are: [CH2:1]([O:3][C:4]1[CH:9]=[CH:8][CH:7]=[CH:6][C:5]=1[C:10]1[NH:15][C:14](=[O:16])[C:13]2=[C:17]([CH3:27])[N:18]=[C:19]([CH:20]3[CH2:26][CH2:25][CH2:24][CH2:23][CH2:22][CH2:21]3)[N:12]2[N:11]=1)[CH3:2].[Br:28][CH2:29][C:30](Br)=[O:31].[Cl-].[Cl-].[Cl-].[Al+3]. (3) Given the product [N:13]1[CH:8]=[CH:9][CH:10]=[CH:11][CH:12]=1.[CH2:20]([N:17]1[CH2:18][CH2:19][N:14]([C:12]2[C:11]3[CH:22]=[CH:23][S:24][C:10]=3[CH:9]=[C:8]([C:5]3[CH:6]=[CH:7][C:2]([C:27]#[C:26][CH2:25][OH:28])=[CH:3][CH:4]=3)[N:13]=2)[CH2:15][CH2:16]1)[CH3:21], predict the reactants needed to synthesize it. The reactants are: Br[C:2]1[CH:7]=[CH:6][C:5]([C:8]2[N:13]=[C:12]([N:14]3[CH2:19][CH2:18][N:17]([CH2:20][CH3:21])[CH2:16][CH2:15]3)[C:11]3[CH:22]=[CH:23][S:24][C:10]=3[CH:9]=2)=[CH:4][CH:3]=1.[CH2:25]([OH:28])[C:26]#[CH:27].